Task: Regression. Given two drug SMILES strings and cell line genomic features, predict the synergy score measuring deviation from expected non-interaction effect.. Dataset: NCI-60 drug combinations with 297,098 pairs across 59 cell lines (1) Drug 1: C1=CC(=CC=C1CC(C(=O)O)N)N(CCCl)CCCl.Cl. Drug 2: C1=NNC2=C1C(=O)NC=N2. Cell line: SK-OV-3. Synergy scores: CSS=8.24, Synergy_ZIP=-2.56, Synergy_Bliss=-1.70, Synergy_Loewe=-9.28, Synergy_HSA=-3.33. (2) Drug 2: CC1C(C(CC(O1)OC2CC(OC(C2O)C)OC3=CC4=CC5=C(C(=O)C(C(C5)C(C(=O)C(C(C)O)O)OC)OC6CC(C(C(O6)C)O)OC7CC(C(C(O7)C)O)OC8CC(C(C(O8)C)O)(C)O)C(=C4C(=C3C)O)O)O)O. Cell line: EKVX. Drug 1: CC(CN1CC(=O)NC(=O)C1)N2CC(=O)NC(=O)C2. Synergy scores: CSS=15.2, Synergy_ZIP=4.02, Synergy_Bliss=6.05, Synergy_Loewe=10.0, Synergy_HSA=8.15. (3) Drug 1: C(=O)(N)NO. Drug 2: C1=NC2=C(N=C(N=C2N1C3C(C(C(O3)CO)O)F)Cl)N. Cell line: UO-31. Synergy scores: CSS=10.3, Synergy_ZIP=-3.15, Synergy_Bliss=0.287, Synergy_Loewe=2.23, Synergy_HSA=2.42. (4) Drug 1: CC1=C2C(C(=O)C3(C(CC4C(C3C(C(C2(C)C)(CC1OC(=O)C(C(C5=CC=CC=C5)NC(=O)C6=CC=CC=C6)O)O)OC(=O)C7=CC=CC=C7)(CO4)OC(=O)C)O)C)OC(=O)C. Drug 2: CN(CC1=CN=C2C(=N1)C(=NC(=N2)N)N)C3=CC=C(C=C3)C(=O)NC(CCC(=O)O)C(=O)O. Cell line: COLO 205. Synergy scores: CSS=16.4, Synergy_ZIP=1.45, Synergy_Bliss=-0.456, Synergy_Loewe=-16.0, Synergy_HSA=-2.42. (5) Drug 1: C1=CC(=C2C(=C1NCCNCCO)C(=O)C3=C(C=CC(=C3C2=O)O)O)NCCNCCO. Drug 2: C1C(C(OC1N2C=NC3=C2NC=NCC3O)CO)O. Cell line: SK-MEL-2. Synergy scores: CSS=33.5, Synergy_ZIP=-0.818, Synergy_Bliss=-1.63, Synergy_Loewe=-26.0, Synergy_HSA=-1.10. (6) Drug 1: CS(=O)(=O)CCNCC1=CC=C(O1)C2=CC3=C(C=C2)N=CN=C3NC4=CC(=C(C=C4)OCC5=CC(=CC=C5)F)Cl. Drug 2: CCC1(CC2CC(C3=C(CCN(C2)C1)C4=CC=CC=C4N3)(C5=C(C=C6C(=C5)C78CCN9C7C(C=CC9)(C(C(C8N6C)(C(=O)OC)O)OC(=O)C)CC)OC)C(=O)OC)O.OS(=O)(=O)O. Cell line: EKVX. Synergy scores: CSS=5.99, Synergy_ZIP=-0.684, Synergy_Bliss=2.19, Synergy_Loewe=0.372, Synergy_HSA=0.0730. (7) Drug 1: C1=CC(=C2C(=C1NCCNCCO)C(=O)C3=C(C=CC(=C3C2=O)O)O)NCCNCCO. Drug 2: CCC1(C2=C(COC1=O)C(=O)N3CC4=CC5=C(C=CC(=C5CN(C)C)O)N=C4C3=C2)O.Cl. Cell line: M14. Synergy scores: CSS=28.5, Synergy_ZIP=-5.11, Synergy_Bliss=-0.299, Synergy_Loewe=-5.90, Synergy_HSA=0.821. (8) Drug 1: CS(=O)(=O)C1=CC(=C(C=C1)C(=O)NC2=CC(=C(C=C2)Cl)C3=CC=CC=N3)Cl. Drug 2: C1CCC(CC1)NC(=O)N(CCCl)N=O. Cell line: CAKI-1. Synergy scores: CSS=34.6, Synergy_ZIP=-5.24, Synergy_Bliss=-1.53, Synergy_Loewe=-5.54, Synergy_HSA=-0.194.